Dataset: Catalyst prediction with 721,799 reactions and 888 catalyst types from USPTO. Task: Predict which catalyst facilitates the given reaction. (1) Reactant: [Br:1][C:2]1[CH:6]=[CH:5][S:4][C:3]=1/[C:7](/[NH:17][CH:18]([C:20]1[S:21][CH:22]=[CH:23][N:24]=1)[CH3:19])=[C:8](\[C:15]#[N:16])/[C:9]([O:11]CC=C)=[O:10].N1CCCC1.C1(P(C2C=CC=CC=2)C2C=CC=CC=2)C=CC=CC=1. The catalyst class is: 532. Product: [Br:1][C:2]1[CH:6]=[CH:5][S:4][C:3]=1/[C:7](/[NH:17][CH:18]([C:20]1[S:21][CH:22]=[CH:23][N:24]=1)[CH3:19])=[C:8](\[C:15]#[N:16])/[C:9]([OH:11])=[O:10]. (2) Reactant: [O:1]1[C:5]2([CH2:10][CH2:9][C:8](=O)[CH2:7][CH2:6]2)[O:4][CH2:3][CH2:2]1.Cl.[CH3:13][NH2:14].C(O[BH-](OC(=O)C)OC(=O)C)(=O)C.[Na+].[OH-].[Na+]. Product: [O:1]1[C:5]2([CH2:10][CH2:9][CH:8]([CH2:13][NH2:14])[CH2:7][CH2:6]2)[O:4][CH2:3][CH2:2]1. The catalyst class is: 411. (3) Reactant: [C:1]([O:5][C:6]([N:8]1[CH2:13][CH2:12][C:11]2([CH2:22][C:21](=[O:23])[C:20]3[C:15](=[CH:16][CH:17]=[C:18](/[CH:24]=[CH:25]/[C:26](O)=[O:27])[CH:19]=3)[O:14]2)[CH2:10][CH2:9]1)=[O:7])([CH3:4])([CH3:3])[CH3:2].C(Cl)CCl.C1C=CC2N(O)N=NC=2C=1.[NH2:43][O:44][CH:45]1[CH2:50][CH2:49][CH2:48][CH2:47][O:46]1. Product: [C:1]([O:5][C:6]([N:8]1[CH2:9][CH2:10][C:11]2([CH2:22][C:21](=[O:23])[C:20]3[C:15](=[CH:16][CH:17]=[C:18](/[CH:24]=[CH:25]/[C:26]([NH:43][O:44][CH:45]4[CH2:50][CH2:49][CH2:48][CH2:47][O:46]4)=[O:27])[CH:19]=3)[O:14]2)[CH2:12][CH2:13]1)=[O:7])([CH3:4])([CH3:3])[CH3:2]. The catalyst class is: 2. (4) Reactant: [CH3:1][O:2][C:3]1[CH:4]=[C:5]2[C:10](=[CH:11][C:12]=1[O:13][CH3:14])[N:9]=[CH:8][CH:7]=[C:6]2[O:15][C:16]1[CH:21]=[CH:20][C:19]([NH2:22])=[CH:18][CH:17]=1.[F:23][C:24]1[CH:30]=[CH:29][C:27]([NH2:28])=[CH:26][CH:25]=1.CC(N(C)C)=O.[CH2:37]([N:44]1[CH2:47][C:46]([C:51]([OH:53])=[O:52])([C:48]([OH:50])=[O:49])[CH2:45]1)[C:38]1[CH:43]=[CH:42][CH:41]=[CH:40][CH:39]=1. Product: [CH2:37]([N:44]1[CH2:45][C:46]([C:48]([OH:50])=[O:49])([C:51]([OH:53])=[O:52])[CH2:47]1)[C:38]1[CH:39]=[CH:40][CH:41]=[CH:42][CH:43]=1.[CH3:1][O:2][C:3]1[CH:4]=[C:5]2[C:10](=[CH:11][C:12]=1[O:13][CH3:14])[N:9]=[CH:8][CH:7]=[C:6]2[O:15][C:16]1[CH:17]=[CH:18][C:19]([NH:22][C:51]([C:46]2([C:48]([NH:28][C:27]3[CH:29]=[CH:30][C:24]([F:23])=[CH:25][CH:26]=3)=[O:49])[CH2:47][N:44]([CH2:37][C:38]3[CH:43]=[CH:42][CH:41]=[CH:40][CH:39]=3)[CH2:45]2)=[O:52])=[CH:20][CH:21]=1. The catalyst class is: 39. (5) Reactant: [CH:1](=[O:8])[C:2]1[CH:7]=[CH:6][CH:5]=[N:4][CH:3]=1.[C:9]1([Mg]Br)[CH:14]=[CH:13][CH:12]=[CH:11][CH:10]=1. Product: [C:9]1([CH:1]([C:2]2[CH:3]=[N:4][CH:5]=[CH:6][CH:7]=2)[OH:8])[CH:14]=[CH:13][CH:12]=[CH:11][CH:10]=1. The catalyst class is: 56.